This data is from Peptide-MHC class II binding affinity with 134,281 pairs from IEDB. The task is: Regression. Given a peptide amino acid sequence and an MHC pseudo amino acid sequence, predict their binding affinity value. This is MHC class II binding data. The peptide sequence is EIKYFAATQFEPLAA. The MHC is HLA-DPA10201-DPB10101 with pseudo-sequence HLA-DPA10201-DPB10101. The binding affinity (normalized) is 0.719.